Dataset: Catalyst prediction with 721,799 reactions and 888 catalyst types from USPTO. Task: Predict which catalyst facilitates the given reaction. (1) Reactant: C[O:2][C:3]1[CH:8]=[CH:7][C:6]([C:9](=[O:15])[CH2:10][CH2:11][C:12]([OH:14])=[O:13])=[C:5]([CH3:16])[CH:4]=1.[C:17](O)(=O)[CH3:18].Br. Product: [CH2:17]([O:14][C:12](=[O:13])[CH2:11][CH2:10][C:9]([C:6]1[CH:7]=[CH:8][C:3]([OH:2])=[CH:4][C:5]=1[CH3:16])=[O:15])[CH3:18]. The catalyst class is: 8. (2) Reactant: [F:1][C:2]1[CH:3]=[C:4]([N+:9]([O-:11])=[O:10])[CH:5]=[CH:6][C:7]=1F.[CH3:12][O:13][CH2:14][CH2:15][NH:16][CH2:17][CH2:18][O:19][CH3:20].C([O-])([O-])=O.[K+].[K+]. Product: [F:1][C:2]1[CH:3]=[C:4]([N+:9]([O-:11])=[O:10])[CH:5]=[CH:6][C:7]=1[N:16]([CH2:17][CH2:18][O:19][CH3:20])[CH2:15][CH2:14][O:13][CH3:12]. The catalyst class is: 16. (3) Reactant: [NH2:1][CH2:2][CH2:3][CH2:4][Si:5]([O:10][CH3:11])([O:8][CH3:9])[O:6][CH3:7].C(N(CC)CC)C.[CH3:19][Si:20](Cl)([CH3:22])[CH3:21]. Product: [CH3:19][Si:20]([CH3:22])([CH3:21])[N:1]([CH2:2][CH2:3][CH2:4][Si:5]([O:10][CH3:11])([O:6][CH3:7])[O:8][CH3:9])[Si:20]([CH3:22])([CH3:21])[CH3:19]. The catalyst class is: 4.